This data is from Forward reaction prediction with 1.9M reactions from USPTO patents (1976-2016). The task is: Predict the product of the given reaction. (1) Given the reactants [CH:1]([C:3]1[CH:12]=[CH:11][C:6]([C:7]([O:9][CH3:10])=[O:8])=[CH:5][CH:4]=1)=O.[NH2:13][CH2:14][CH2:15][C:16]1[C:24]2[C:19](=[CH:20][CH:21]=[CH:22][CH:23]=2)[NH:18][CH:17]=1.[OH:25]/[C:26](=[CH:32]\[C:33](=[O:41])[C:34]1[CH:39]=[CH:38][CH:37]=[CH:36][C:35]=1[CH3:40])/[C:27](OCC)=[O:28], predict the reaction product. The product is: [NH:18]1[C:19]2[C:24](=[CH:23][CH:22]=[CH:21][CH:20]=2)[C:16]([CH2:15][CH2:14][N:13]2[C:27](=[O:28])[C:26]([OH:25])=[C:32]([C:33](=[O:41])[C:34]3[CH:39]=[CH:38][CH:37]=[CH:36][C:35]=3[CH3:40])[CH:1]2[C:3]2[CH:12]=[CH:11][C:6]([C:7]([O:9][CH3:10])=[O:8])=[CH:5][CH:4]=2)=[CH:17]1. (2) Given the reactants [CH3:1][C:2]1[CH:3]=[C:4]([CH:7]=[CH:8][C:9]=1[N+:10]([O-:12])=[O:11])[CH2:5]Cl.[I:13][C:14]1[C:15]([C:19]([F:22])([F:21])[F:20])=[N:16][NH:17][CH:18]=1.C(=O)([O-])[O-].[K+].[K+], predict the reaction product. The product is: [I:13][C:14]1[C:15]([C:19]([F:22])([F:21])[F:20])=[N:16][N:17]([CH2:5][C:4]2[CH:7]=[CH:8][C:9]([N+:10]([O-:12])=[O:11])=[C:2]([CH3:1])[CH:3]=2)[CH:18]=1. (3) Given the reactants [Cl:1][C:2]1[CH:18]=[CH:17][CH:16]=[CH:15][C:3]=1[O:4][CH2:5][C:6]1[CH:7]=[C:8]([CH:12]=[CH:13][CH:14]=1)[C:9]([OH:11])=O.C(Cl)(=O)C(Cl)=O.CN(C)C=O.[NH:30]1[CH:34]=[C:33]([NH2:35])[CH:32]=[N:31]1, predict the reaction product. The product is: [Cl:1][C:2]1[CH:18]=[CH:17][CH:16]=[CH:15][C:3]=1[O:4][CH2:5][C:6]1[CH:7]=[C:8]([CH:12]=[CH:13][CH:14]=1)[C:9]([NH:35][C:33]1[CH:34]=[N:30][NH:31][CH:32]=1)=[O:11]. (4) Given the reactants [C:1]([CH2:4][C:5]1[CH:6]=[C:7]2[C:11](=[CH:12][CH:13]=1)[N+:10]([CH2:14][CH2:15][CH2:16][CH2:17][S:18]([OH:21])(=[O:20])=[O:19])=[C:9]([CH3:22])[C:8]2([CH3:31])[CH2:23][CH2:24][CH2:25][CH2:26][S:27]([OH:30])(=[O:29])=[O:28])([OH:3])=[O:2].Cl.[C:33]1(NC=CC=CC=N[C:33]2[CH:38]=[CH:37]C=[CH:35][CH:34]=2)[CH:38]=[CH:37]C=[CH:35][CH:34]=1.C(OC(=O)C)(=O)C.[CH2:59]([N+:61]1[C:69]2[C:64](=[CH:65][C:66]([S:70]([O-:73])(=[O:72])=[O:71])=[CH:67][CH:68]=2)[C:63]([CH3:82])([CH2:74][CH2:75][CH2:76][CH2:77][S:78]([OH:81])(=[O:80])=[O:79])[C:62]=1[CH3:83])[CH3:60], predict the reaction product. The product is: [C:1]([CH2:4][C:5]1[CH:6]=[C:7]2[C:11](=[CH:12][CH:13]=1)[N:10]([CH2:14][CH2:15][CH2:16][CH2:17][S:18]([OH:21])(=[O:19])=[O:20])/[C:9](=[CH:22]/[CH:35]=[CH:34]/[CH:33]=[CH:38]/[CH:37]=[CH:83]/[C:62]1[C:63]([CH3:82])([CH2:74][CH2:75][CH2:76][CH2:77][S:78]([OH:81])(=[O:80])=[O:79])[C:64]3[C:69](=[CH:68][CH:67]=[C:66]([S:70]([O-:73])(=[O:71])=[O:72])[CH:65]=3)[N+:61]=1[CH2:59][CH3:60])/[C:8]2([CH3:31])[CH2:23][CH2:24][CH2:25][CH2:26][S:27]([OH:30])(=[O:28])=[O:29])([OH:3])=[O:2]. (5) Given the reactants [F:1][C:2]1[C:8](F)=[C:7]([F:10])[CH:6]=[C:5]([N+:11]([O-:13])=[O:12])[C:3]=1[NH2:4].[F:14][C:15]1[CH:22]=[CH:21][C:18]([CH2:19][NH2:20])=[CH:17][CH:16]=1.CCN(CC)CC, predict the reaction product. The product is: [F:1][C:2]1[C:3]([NH2:4])=[C:5]([N+:11]([O-:13])=[O:12])[CH:6]=[C:7]([F:10])[C:8]=1[NH:20][CH2:19][C:18]1[CH:21]=[CH:22][C:15]([F:14])=[CH:16][CH:17]=1. (6) Given the reactants Br[C:2]1[CH:9]=[C:8]([F:10])[C:5]([C:6]#[N:7])=[C:4]([F:11])[CH:3]=1.[CH2:12]([Sn](CCCC)(CCCC)CCCC)[CH:13]=[CH2:14].[Li+].[Cl-], predict the reaction product. The product is: [CH2:14]([C:2]1[CH:9]=[C:8]([F:10])[C:5]([C:6]#[N:7])=[C:4]([F:11])[CH:3]=1)[CH:13]=[CH2:12]. (7) The product is: [Cl:1][C:2]1[CH:7]=[C:6]([Cl:8])[C:5]([C:9]2[N:17]=[C:16]([Cl:18])[N:15]=[C:14]3[C:10]=2[N:11]=[CH:12][N:13]3[CH2:19][C:20]2[CH:21]=[CH:22][C:23]([O:26][CH3:27])=[CH:24][CH:25]=2)=[CH:4][C:3]=1[O:28][CH2:30][CH2:29][N:31]([CH2:35][CH3:36])[CH2:32][CH3:33]. Given the reactants [Cl:1][C:2]1[CH:7]=[C:6]([Cl:8])[C:5]([C:9]2[N:17]=[C:16]([Cl:18])[N:15]=[C:14]3[C:10]=2[N:11]=[CH:12][N:13]3[CH2:19][C:20]2[CH:25]=[CH:24][C:23]([O:26][CH3:27])=[CH:22][CH:21]=2)=[CH:4][C:3]=1[OH:28].[CH2:29]([N:31]([CH2:35][CH3:36])[CH2:32][CH2:33]O)[CH3:30].C1(P(C2C=CC=CC=2)C2C=CC=CC=2)C=CC=CC=1.N(C(OC(C)C)=O)=NC(OC(C)C)=O, predict the reaction product.